Predict the reaction yield, written as a fraction of the theoretical maximum amount of product (1.0 means a 100% yield; for example, 0.34 means a 34% yield). From a dataset of Reaction yield outcomes from USPTO patents with 853,638 reactions. (1) The reactants are [N+:1]([C:4]1[CH:5]=[C:6]([OH:10])[CH:7]=[CH:8][CH:9]=1)([O-:3])=[O:2].C(N(CC)CC)C.[C:18](Cl)(=[O:25])[C:19]1[CH:24]=[CH:23][CH:22]=[CH:21][CH:20]=1.O. The catalyst is ClCCl. The product is [C:18]([O:10][C:6]1[CH:7]=[CH:8][CH:9]=[C:4]([N+:1]([O-:3])=[O:2])[CH:5]=1)(=[O:25])[C:19]1[CH:24]=[CH:23][CH:22]=[CH:21][CH:20]=1. The yield is 0.900. (2) The reactants are [Cl:1][C:2]1[C:3]2[N:4]([C:8]([C@H:11]3[CH2:20][N:19]4[C@H:14]([CH2:15][O:16][C@H:17]([CH3:22])[C:18]4=[O:21])[CH2:13][CH2:12]3)=[N:9][CH:10]=2)[CH:5]=[CH:6][N:7]=1.C1C(=O)N([Br:30])C(=O)C1. The catalyst is CN(C=O)C. The product is [Br:30][C:10]1[N:9]=[C:8]([C@H:11]2[CH2:20][N:19]3[C@H:14]([CH2:15][O:16][C@H:17]([CH3:22])[C:18]3=[O:21])[CH2:13][CH2:12]2)[N:4]2[CH:5]=[CH:6][N:7]=[C:2]([Cl:1])[C:3]=12. The yield is 0.860. (3) The reactants are [C:1]([NH:8][C@:9]1([C:14]([OH:16])=[O:15])[CH2:11][C@H:10]1[CH:12]=[CH2:13])([O:3][C:4]([CH3:7])([CH3:6])[CH3:5])=[O:2].[N+](=C)=[N-].[CH3:20][CH2:21]OC(C)=O.[CH3:26]CCCCC. The catalyst is CCOCC.C([O-])(=O)C.[Pd+2].C([O-])(=O)C. The product is [CH2:20]([O:15][C:14]([C@@:9]1([NH:8][C:1]([O:3][C:4]([CH3:7])([CH3:6])[CH3:5])=[O:2])[CH2:11][C@H:10]1[CH:12]1[CH2:26][CH2:13]1)=[O:16])[CH3:21]. The yield is 0.780. (4) The reactants are ON1C2C=CC=CC=2N=N1.Cl.CN(C)CCCN=C=NCC.Cl.[CH3:24][NH:25][O:26][CH3:27].C(N(CC)CC)C.[CH2:35]([O:37][C:38]1[CH:39]=[C:40]([C:47]2[S:48][CH:49]=[C:50]([CH2:52][CH2:53][C:54]([OH:56])=O)[N:51]=2)[CH:41]=[CH:42][C:43]=1[O:44][CH2:45][CH3:46])[CH3:36]. The yield is 0.680. The product is [CH2:35]([O:37][C:38]1[CH:39]=[C:40]([C:47]2[S:48][CH:49]=[C:50]([CH2:52][CH2:53][C:54]([N:25]([O:26][CH3:27])[CH3:24])=[O:56])[N:51]=2)[CH:41]=[CH:42][C:43]=1[O:44][CH2:45][CH3:46])[CH3:36]. The catalyst is ClCCl.O.